This data is from Retrosynthesis with 50K atom-mapped reactions and 10 reaction types from USPTO. The task is: Predict the reactants needed to synthesize the given product. (1) Given the product Brc1cccc(NCCCOC2CCCCO2)n1, predict the reactants needed to synthesize it. The reactants are: C1=COCCC1.OCCCNc1cccc(Br)n1. (2) Given the product CN(Cc1ccc(CC(=O)NCc2ccc(C3C(CCC(O)c4ccc(F)cc4)C(=O)N3c3ccc(F)cc3)cc2)cc1)CC(O)C(O)C(O)C(O)CO, predict the reactants needed to synthesize it. The reactants are: CN(Cc1ccc(CC(=O)O)cc1)CC(O)C(O)C(O)C(O)CO.NCc1ccc(C2C(CCC(O)c3ccc(F)cc3)C(=O)N2c2ccc(F)cc2)cc1. (3) Given the product C#Cc1cccc(C(OC2CCN(C)CC2)c2nc3ccccc3[nH]2)c1, predict the reactants needed to synthesize it. The reactants are: CN1CCC(OC(c2cccc(C#C[Si](C)(C)C)c2)c2nc3ccccc3[nH]2)CC1. (4) Given the product CSc1ccnc(Oc2ccccc2)n1, predict the reactants needed to synthesize it. The reactants are: C[S-].Clc1ccnc(Oc2ccccc2)n1. (5) The reactants are: COc1ccc(F)cc1-c1cc(NC(=O)[C@@H]2CCCN(C(=O)OC(C)(C)C)C2)ncc1Cl. Given the product COc1ccc(F)cc1-c1cc(NC(=O)[C@@H]2CCCNC2)ncc1Cl, predict the reactants needed to synthesize it. (6) The reactants are: C#Cc1cccc(Nc2ncnc3cc(OC)c(OCCCN4CC5CN(C(=O)OC(C)(C)C)CC5C4)cc23)c1. Given the product C#Cc1cccc(Nc2ncnc3cc(OC)c(OCCCN4CC5CNCC5C4)cc23)c1, predict the reactants needed to synthesize it. (7) Given the product Cn1c(C(F)(F)F)ccc(-c2c(F)cc(Cl)c3oc(CBr)cc23)c1=O, predict the reactants needed to synthesize it. The reactants are: Cc1cc2c(-c3ccc(C(F)(F)F)n(C)c3=O)c(F)cc(Cl)c2o1.O=C1CCC(=O)N1Br. (8) The reactants are: CC(CCN1C(=O)c2ccccc2C1=O)c1ccc(-c2ccc(F)cc2)cc1. Given the product CC(CCN)c1ccc(-c2ccc(F)cc2)cc1, predict the reactants needed to synthesize it. (9) Given the product O=S(=O)(c1cnc(Cl)c(Br)c1)N1CCC1, predict the reactants needed to synthesize it. The reactants are: C1CNC1.O=S(=O)(Cl)c1cnc(Cl)c(Br)c1. (10) Given the product Cn1ncc2c(Cl)cc(-c3ccc4[nH]ncc4c3)nc21, predict the reactants needed to synthesize it. The reactants are: CC1(C)OB(c2ccc3[nH]ncc3c2)OC1(C)C.Cn1ncc2c(Cl)cc(Cl)nc21.